From a dataset of Catalyst prediction with 721,799 reactions and 888 catalyst types from USPTO. Predict which catalyst facilitates the given reaction. (1) Product: [CH3:13][O:14][C:15]([C:17]1[C:22]([NH:23][C:10](=[O:12])[CH2:9][C:3]2[C:2]([Cl:1])=[CH:7][C:6]([Cl:8])=[CH:5][N:4]=2)=[N:21][CH:20]=[CH:19][N:18]=1)=[O:16]. Reactant: [Cl:1][C:2]1[C:3]([CH2:9][C:10]([OH:12])=O)=[N:4][CH:5]=[C:6]([Cl:8])[CH:7]=1.[CH3:13][O:14][C:15]([C:17]1[C:22]([NH2:23])=[N:21][CH:20]=[CH:19][N:18]=1)=[O:16].C(N(CC)CC)C.O=C1N(P(Cl)(N2CCOC2=O)=O)CCO1. The catalyst class is: 4. (2) Product: [NH2:42][CH:39]1[CH2:40][CH2:41][N:37]([C:35](=[O:36])[CH2:34][C:31]2[CH:32]=[CH:33][C:25]3[NH:24][C:23]4[CH:50]=[C:19]([C:12]5[CH:13]=[CH:14][C:15]([N+:16]([O-:18])=[O:17])=[C:10]([O:9][CH3:8])[CH:11]=5)[CH:20]=[CH:21][C:22]=4[C:28](=[O:29])[NH:27][C:26]=3[CH:30]=2)[CH2:38]1. Reactant: FC(F)(F)C(O)=O.[CH3:8][O:9][C:10]1[CH:11]=[C:12]([C:19]2[CH:20]=[CH:21][C:22]3[C:28](=[O:29])[NH:27][C:26]4[CH:30]=[C:31]([CH2:34][C:35]([N:37]5[CH2:41][CH2:40][CH:39]([NH:42]C(=O)OC(C)(C)C)[CH2:38]5)=[O:36])[CH:32]=[CH:33][C:25]=4[NH:24][C:23]=3[CH:50]=2)[CH:13]=[CH:14][C:15]=1[N+:16]([O-:18])=[O:17]. The catalyst class is: 2. (3) Reactant: Br[C:2]1[N:6]([CH3:7])[N:5]=[C:4]([CH3:8])[C:3]=1[C:9]1[CH:14]=[CH:13][C:12]([F:15])=[CH:11][C:10]=1[Cl:16].C1(P(C2C=CC=CC=2)C2C3OC4C(=CC=CC=4P(C4C=CC=CC=4)C4C=CC=CC=4)C(C)(C)C=3C=CC=2)C=CC=CC=1.C(=O)([O-])[O-].[K+].[K+].[F:65][C:66]1[CH:72]=[C:71]([O:73][CH3:74])[CH:70]=[C:69]([F:75])[C:67]=1[NH2:68]. Product: [Cl:16][C:10]1[CH:11]=[C:12]([F:15])[CH:13]=[CH:14][C:9]=1[C:3]1[C:4]([CH3:8])=[N:5][N:6]([CH3:7])[C:2]=1[NH:68][C:67]1[C:69]([F:75])=[CH:70][C:71]([O:73][CH3:74])=[CH:72][C:66]=1[F:65]. The catalyst class is: 160. (4) Reactant: [C:1](=O)([O-])[O-].[K+].[K+].CI.[NH:9]1[C:17]2[C:12](=[CH:13][C:14]([C:18](=[O:41])[CH2:19][CH2:20][CH2:21][CH2:22][N:23]([CH2:31][CH2:32][C:33]3[CH:38]=[CH:37][CH:36]=[CH:35][C:34]=3[O:39][CH3:40])[C:24](=[O:30])[O:25][C:26]([CH3:29])([CH3:28])[CH3:27])=[CH:15][CH:16]=2)[CH2:11][CH2:10]1. Product: [CH3:1][N:9]1[C:17]2[C:12](=[CH:13][C:14]([C:18](=[O:41])[CH2:19][CH2:20][CH2:21][CH2:22][N:23]([CH2:31][CH2:32][C:33]3[CH:38]=[CH:37][CH:36]=[CH:35][C:34]=3[O:39][CH3:40])[C:24](=[O:30])[O:25][C:26]([CH3:29])([CH3:28])[CH3:27])=[CH:15][CH:16]=2)[CH2:11][CH2:10]1. The catalyst class is: 9. (5) Reactant: [O:1]1[CH2:5][CH2:4][O:3][CH:2]1[C:6]1[CH:11]=[C:10]([O:12][CH3:13])[N:9]=[CH:8][C:7]=1[OH:14].Cl.[Br:16][C:17]1[C:22]([CH2:23]Cl)=[CH:21][CH:20]=[CH:19][N:18]=1.C([O-])([O-])=O.[K+].[K+]. Product: [Br:16][C:17]1[C:22]([CH2:23][O:14][C:7]2[C:6]([CH:2]3[O:3][CH2:4][CH2:5][O:1]3)=[CH:11][C:10]([O:12][CH3:13])=[N:9][CH:8]=2)=[CH:21][CH:20]=[CH:19][N:18]=1. The catalyst class is: 3. (6) Reactant: [F:1][C:2]1[CH:3]=[C:4]([O:8][CH3:9])[CH:5]=[CH:6][CH:7]=1.[Li]CCCC.[Br:15]Br. Product: [Br:15][C:3]1[C:2]([F:1])=[CH:7][CH:6]=[CH:5][C:4]=1[O:8][CH3:9]. The catalyst class is: 1. (7) Reactant: C(Cl)(=O)C(Cl)=O.[C:7]1([CH2:13][N:14]2[CH2:19][CH2:18][O:17][CH:16]([C:20]([OH:22])=O)[CH2:15]2)[CH:12]=[CH:11][CH:10]=[CH:9][CH:8]=1.CN(C=O)C.C(N(CC)CC)C.[NH2:35][CH:36]([CH3:45])[C:37]([C:39]1[CH:44]=[CH:43][CH:42]=[CH:41][CH:40]=1)=[O:38]. Product: [CH3:45][CH:36]([NH:35][C:20]([CH:16]1[O:17][CH2:18][CH2:19][N:14]([CH2:13][C:7]2[CH:8]=[CH:9][CH:10]=[CH:11][CH:12]=2)[CH2:15]1)=[O:22])[C:37](=[O:38])[C:39]1[CH:40]=[CH:41][CH:42]=[CH:43][CH:44]=1. The catalyst class is: 34. (8) Reactant: [N:1]([C@H:4]1[C@:14]2([CH3:16])[O:15][C@@:6]3([C@H:17]4[C@H:10]([N:11]([C:19]5[CH:26]=[CH:25][C:22]([C:23]#[N:24])=[C:21]([C:27]([F:30])([F:29])[F:28])[CH:20]=5)[C:12](=[O:18])[C@@H:13]24)[O:9][CH2:8][CH2:7]3)[CH2:5]1)=[N+]=[N-].P(C)(C)C. Product: [NH2:1][C@H:4]1[C@:14]2([CH3:16])[O:15][C@@:6]3([C@H:17]4[C@H:10]([N:11]([C:19]5[CH:26]=[CH:25][C:22]([C:23]#[N:24])=[C:21]([C:27]([F:28])([F:29])[F:30])[CH:20]=5)[C:12](=[O:18])[C@@H:13]24)[O:9][CH2:8][CH2:7]3)[CH2:5]1. The catalyst class is: 1. (9) Reactant: [Zn:1].C[Si](Cl)(C)C.BrCCBr.[C:11]([O:15][C:16]([N:18]1[CH2:21][CH:20]([I:22])[CH2:19]1)=[O:17])([CH3:14])([CH3:13])[CH3:12]. Product: [I-:22].[C:11]([O:15][C:16]([N:18]1[CH2:21][CH:20]([Zn+:1])[CH2:19]1)=[O:17])([CH3:14])([CH3:13])[CH3:12]. The catalyst class is: 44. (10) Reactant: [Cl:1][C:2]1[N:3]=[C:4](Cl)[C:5]2[CH2:10][CH2:9][CH2:8][C:6]=2[N:7]=1.[C:12]1(B(O)O)[CH:17]=[CH:16][CH:15]=[CH:14][CH:13]=1.C(N(CC)CC)C.CN(C)C=O. The catalyst class is: 84. Product: [Cl:1][C:2]1[N:3]=[C:4]([C:12]2[CH:17]=[CH:16][CH:15]=[CH:14][CH:13]=2)[C:5]2[CH2:10][CH2:9][CH2:8][C:6]=2[N:7]=1.